The task is: Predict the product of the given reaction.. This data is from Forward reaction prediction with 1.9M reactions from USPTO patents (1976-2016). (1) Given the reactants [Br:1][C:2]1[CH:31]=[CH:30][CH:29]=[CH:28][C:3]=1[C:4]([NH:6][CH:7]([C:9]1[N:14]=[N:13][C:12]([NH:15][C:16]2[CH:21]=[C:20]([O:22][CH3:23])[C:19]([O:24][CH3:25])=[C:18]([O:26][CH3:27])[CH:17]=2)=[N:11][CH:10]=1)[CH3:8])=O.P(Cl)(Cl)(Cl)=O, predict the reaction product. The product is: [Br:1][C:2]1[CH:31]=[CH:30][CH:29]=[CH:28][C:3]=1[C:4]1[N:14]2[C:9]([CH:10]=[N:11][C:12]([NH:15][C:16]3[CH:21]=[C:20]([O:22][CH3:23])[C:19]([O:24][CH3:25])=[C:18]([O:26][CH3:27])[CH:17]=3)=[N:13]2)=[C:7]([CH3:8])[N:6]=1. (2) Given the reactants [CH3:1][O:2][C:3](=[O:13])[C:4]1[CH:9]=[C:8]([F:10])[C:7]([OH:11])=[C:6]([Br:12])[CH:5]=1.[C:14](=O)([O-])[O-].[K+].[K+].IC, predict the reaction product. The product is: [CH3:1][O:2][C:3](=[O:13])[C:4]1[CH:9]=[C:8]([F:10])[C:7]([O:11][CH3:14])=[C:6]([Br:12])[CH:5]=1. (3) Given the reactants I[C:2]1[N:7]=[CH:6][C:5]([CH2:8][CH2:9][CH3:10])=[CH:4][N:3]=1.[Cl:11][C:12]1[C:17]([F:18])=[CH:16][C:15](B2OC(CC)(CC)C(CC)(CC)O2)=[CH:14][N:13]=1.P([O-])([O-])([O-])=O.[K+].[K+].[K+].O, predict the reaction product. The product is: [Cl:11][C:12]1[N:13]=[CH:14][C:15]([C:2]2[N:7]=[CH:6][C:5]([CH2:8][CH2:9][CH3:10])=[CH:4][N:3]=2)=[CH:16][C:17]=1[F:18]. (4) Given the reactants [CH3:5][Si:4]([CH3:7])([CH3:6])N[Si:4]([CH3:7])([CH3:6])[CH3:5].Cl[C:11]1C=[CH:17][C:14](C=O)=[C:13]([O:19][Si:20]([C:23]([CH3:26])([CH3:25])[CH3:24])([CH3:22])[CH3:21])[CH:12]=1.C[Si](Cl)(C)C.[C:32]([Cl:35])(=O)[CH3:33].C[N:37](C)C.C1C[O:43][CH2:42][CH2:41]1, predict the reaction product. The product is: [Si:20]([O:19][C:13]1[CH:12]=[CH:11][C:32]([Cl:35])=[CH:33][C:14]=1[CH:17]=[N:37][C:42]([O:43][Si:4]([CH3:5])([CH3:6])[CH3:7])=[CH2:41])([C:23]([CH3:24])([CH3:25])[CH3:26])([CH3:21])[CH3:22]. (5) Given the reactants [Cl:1][C:2]1[CH:3]=[C:4]([S:9]([N:12]([CH2:30][C:31]([OH:33])=[O:32])[C:13]2[CH:14]=[C:15]3[C:19](=[CH:20][CH:21]=2)[N:18]([C:22]2[CH:27]=[C:26](Cl)[N:25]=[C:24](Cl)[N:23]=2)[CH:17]=[CH:16]3)(=[O:11])=[O:10])[CH:5]=[C:6]([Cl:8])[CH:7]=1.[OH-:34].[Na+].[OH:36]O, predict the reaction product. The product is: [Cl:8][C:6]1[CH:5]=[C:4]([S:9]([N:12]([CH2:30][C:31]([OH:33])=[O:32])[C:13]2[CH:14]=[C:15]3[C:19](=[CH:20][CH:21]=2)[N:18]([C:22]2[NH:23][C:24](=[O:36])[NH:25][C:26](=[O:34])[CH:27]=2)[CH:17]=[CH:16]3)(=[O:11])=[O:10])[CH:3]=[C:2]([Cl:1])[CH:7]=1. (6) Given the reactants [CH3:1][O:2][C:3]1[C:4]([CH:22]=[CH2:23])=[CH:5][C:6]2[CH2:7][CH2:8][C@@H:9]3[C@@H:18]([C:19]=2[CH:20]=1)[CH2:17][CH2:16][C@@:14]1([CH3:15])[C@H:10]3[CH2:11][CH2:12][C@@H:13]1[OH:21].C([Sn-3](CCCC)(CCCC)C=C)CCC.[Cl-].[Li+].C1C=CN=CC=1.F, predict the reaction product. The product is: [CH3:1][O:2][C:3]1[C:4]([CH:22]=[CH2:23])=[CH:5][C:6]2[CH2:7][CH2:8][C@@H:9]3[C@@H:18]([C:19]=2[CH:20]=1)[CH2:17][CH2:16][C@@:14]1([CH3:15])[C@H:10]3[CH2:11][CH2:12][C:13]1=[O:21].